This data is from Peptide-MHC class I binding affinity with 185,985 pairs from IEDB/IMGT. The task is: Regression. Given a peptide amino acid sequence and an MHC pseudo amino acid sequence, predict their binding affinity value. This is MHC class I binding data. (1) The peptide sequence is VIRLLIWAY. The MHC is HLA-A02:01 with pseudo-sequence HLA-A02:01. The binding affinity (normalized) is 0. (2) The peptide sequence is YLHTLWKAGI. The binding affinity (normalized) is 0.0376. The MHC is Patr-A0701 with pseudo-sequence Patr-A0701. (3) The peptide sequence is FTRSNVIVI. The MHC is H-2-Kb with pseudo-sequence H-2-Kb. The binding affinity (normalized) is 0.101.